From a dataset of Peptide-MHC class II binding affinity with 134,281 pairs from IEDB. Regression. Given a peptide amino acid sequence and an MHC pseudo amino acid sequence, predict their binding affinity value. This is MHC class II binding data. (1) The peptide sequence is AFKVAATAANAAPEN. The MHC is HLA-DPA10201-DPB11401 with pseudo-sequence HLA-DPA10201-DPB11401. The binding affinity (normalized) is 0.838. (2) The peptide sequence is YHFDLSGIAFGSMAK. The MHC is DRB3_0202 with pseudo-sequence DRB3_0202. The binding affinity (normalized) is 0.0291. (3) The peptide sequence is NYSLSAAVKAGATLL. The MHC is DRB1_0405 with pseudo-sequence DRB1_0405. The binding affinity (normalized) is 0.212. (4) The peptide sequence is KEPLKECGGILQAYD. The MHC is HLA-DPA10201-DPB11401 with pseudo-sequence HLA-DPA10201-DPB11401. The binding affinity (normalized) is 0. (5) The peptide sequence is EGAIVGEISPLPSLPGHTD. The MHC is DRB1_0901 with pseudo-sequence DRB1_0901. The binding affinity (normalized) is 0.191. (6) The peptide sequence is VDLAKSLRIAAKIYS. The MHC is HLA-DQA10501-DQB10301 with pseudo-sequence HLA-DQA10501-DQB10301. The binding affinity (normalized) is 0.302. (7) The peptide sequence is DLPVWLSWQVAKAGL. The MHC is DRB1_0701 with pseudo-sequence DRB1_0701. The binding affinity (normalized) is 0.787.